From a dataset of HIV replication inhibition screening data with 41,000+ compounds from the AIDS Antiviral Screen. Binary Classification. Given a drug SMILES string, predict its activity (active/inactive) in a high-throughput screening assay against a specified biological target. The compound is CSC1C(=O)Nc2ccc3ccccc3c21. The result is 0 (inactive).